This data is from Reaction yield outcomes from USPTO patents with 853,638 reactions. The task is: Predict the reaction yield, written as a fraction of the theoretical maximum amount of product (1.0 means a 100% yield; for example, 0.34 means a 34% yield). (1) The reactants are [Cl:1][C:2]1[N:7]=[N:6][C:5]([NH2:8])=[CH:4][CH:3]=1.Br[CH:10]([CH3:19])[C:11]([C:13]1[CH:18]=[CH:17][CH:16]=[CH:15][CH:14]=1)=O. The catalyst is C(#N)C. The product is [Cl:1][C:2]1[CH:3]=[CH:4][C:5]2[N:6]([C:10]([CH3:19])=[C:11]([C:13]3[CH:18]=[CH:17][CH:16]=[CH:15][CH:14]=3)[N:8]=2)[N:7]=1. The yield is 0.810. (2) The yield is 0.650. The reactants are [CH2:1]([O:8][C:9]1[CH:17]=[CH:16][C:12]([C:13]([NH2:15])=[O:14])=[CH:11][CH:10]=1)[C:2]1[CH:7]=[CH:6][CH:5]=[CH:4][CH:3]=1.[Cl:18][CH2:19][C:20]([CH2:22]Cl)=O. The catalyst is C1(C)C(C)=CC=CC=1. The product is [CH2:1]([O:8][C:9]1[CH:10]=[CH:11][C:12]([C:13]2[O:14][CH:22]=[C:20]([CH2:19][Cl:18])[N:15]=2)=[CH:16][CH:17]=1)[C:2]1[CH:3]=[CH:4][CH:5]=[CH:6][CH:7]=1. (3) The reactants are [C:1]([N:5]1[CH2:10][CH2:9][N:8]([C:11]2[CH:16]=[CH:15][C:14]([N+:17]([O-])=O)=[CH:13][CH:12]=2)[CH2:7][CH2:6]1)([CH3:4])([CH3:3])[CH3:2].O.O.[Sn](Cl)Cl.Cl. The catalyst is CO. The product is [C:1]([N:5]1[CH2:10][CH2:9][N:8]([C:11]2[CH:12]=[CH:13][C:14]([NH2:17])=[CH:15][CH:16]=2)[CH2:7][CH2:6]1)([CH3:4])([CH3:2])[CH3:3]. The yield is 0.990. (4) The reactants are [CH3:1][C:2]1[CH:3]=[C:4]([CH:8]=[CH:9][C:10]=1[C:11]([N:13]1[CH2:17][CH2:16][CH2:15][CH2:14]1)=[O:12])[C:5]([OH:7])=O.CN(C(ON1N=NC2C=CC=CC1=2)=[N+](C)C)C.[B-](F)(F)(F)F.C(N(C(C)C)CC)(C)C.[Cl:49][C:50]1[CH:62]=[CH:61][C:53]2[NH:54][C:55]([C@@H:57]([NH2:60])[CH2:58][CH3:59])=[N:56][C:52]=2[CH:51]=1.ClCl. The catalyst is O1CCCC1.ClCCl.CO. The product is [Cl:49][C:50]1[CH:62]=[CH:61][C:53]2[NH:54][C:55]([C@@H:57]([NH:60][C:5](=[O:7])[C:4]3[CH:8]=[CH:9][C:10]([C:11]([N:13]4[CH2:17][CH2:16][CH2:15][CH2:14]4)=[O:12])=[C:2]([CH3:1])[CH:3]=3)[CH2:58][CH3:59])=[N:56][C:52]=2[CH:51]=1. The yield is 0.670. (5) The reactants are [O:1]1[CH:3]([CH2:4][CH2:5][CH3:6])[CH2:2]1.[NH2:7][C@H:8]1[C:21]2[C:12](=[CH:13][C:14]3[C:15]([CH3:23])=[CH:16][C:17]([Cl:22])=[N:18][C:19]=3[CH:20]=2)[O:11][C:10]([CH3:25])([CH3:24])[C@@H:9]1[OH:26].Cl([O-])(=O)(=O)=O.[Li+].C(OCC)(=O)C. The catalyst is O1CCOCC1. The product is [Cl:22][C:17]1[CH:16]=[C:15]([CH3:23])[C:14]2[CH:13]=[C:12]3[O:11][C:10]([CH3:24])([CH3:25])[C@H:9]([OH:26])[C@@H:8]([NH:7][CH2:2][CH:3]([OH:1])[CH2:4][CH2:5][CH3:6])[C:21]3=[CH:20][C:19]=2[N:18]=1. The yield is 0.590. (6) The reactants are [NH2:1][C:2]1[N:3]=[CH:4][C:5]2[C:10]([C:11]([C:13]3[CH:14]=[C:15]([NH:19][C:20](=[O:29])[CH2:21][C:22]4[CH:27]=[CH:26][C:25](Br)=[CH:24][N:23]=4)[CH:16]=[N:17][CH:18]=3)=[O:12])=[CH:9][N:8]([C:30]([CH3:34])([CH3:33])[CH2:31][OH:32])[C:6]=2[N:7]=1.[CH3:35][N:36](C=O)C. The catalyst is CCOC(C)=O.[C-]#N.[C-]#N.[Zn+2].C1C=CC(/C=C/C(/C=C/C2C=CC=CC=2)=O)=CC=1.C1C=CC(/C=C/C(/C=C/C2C=CC=CC=2)=O)=CC=1.C1C=CC(/C=C/C(/C=C/C2C=CC=CC=2)=O)=CC=1.[Pd].[Pd].C1(P(C2C=CC=CC=2)[C-]2C=CC=C2)C=CC=CC=1.[C-]1(P(C2C=CC=CC=2)C2C=CC=CC=2)C=CC=C1.[Fe+2]. The product is [NH2:1][C:2]1[N:3]=[CH:4][C:5]2[C:10]([C:11]([C:13]3[CH:14]=[C:15]([NH:19][C:20](=[O:29])[CH2:21][C:22]4[CH:27]=[CH:26][C:25]([C:35]#[N:36])=[CH:24][N:23]=4)[CH:16]=[N:17][CH:18]=3)=[O:12])=[CH:9][N:8]([C:30]([CH3:34])([CH3:33])[CH2:31][OH:32])[C:6]=2[N:7]=1. The yield is 0.310. (7) The reactants are Cl[C:2]1[N:7]=[C:6]([NH:8][C:9]2[CH:18]=[CH:17][CH:16]=[CH:15][C:10]=2[C:11]([NH:13][CH3:14])=[O:12])[C:5]([Cl:19])=[CH:4][N:3]=1.[NH2:20][C:21]1[C:34]([O:35][CH3:36])=[CH:33][C:24]2[N:25]([CH2:31][CH3:32])[C:26](=[O:30])[CH2:27][CH2:28][CH2:29][C:23]=2[CH:22]=1.Cl.COCCO.C(=O)([O-])[O-]. The catalyst is O1CCOCC1.CCOC(C)=O. The product is [Cl:19][C:5]1[C:6]([NH:8][C:9]2[CH:18]=[CH:17][CH:16]=[CH:15][C:10]=2[C:11]([NH:13][CH3:14])=[O:12])=[N:7][C:2]([NH:20][C:21]2[C:34]([O:35][CH3:36])=[CH:33][C:24]3[N:25]([CH2:31][CH3:32])[C:26](=[O:30])[CH2:27][CH2:28][CH2:29][C:23]=3[CH:22]=2)=[N:3][CH:4]=1. The yield is 0.200. (8) The reactants are Cl[C:2]1[C:11]2[C:6](=[N:7][CH:8]=[C:9]([F:12])[CH:10]=2)[NH:5][C:4](=[O:13])[C:3]=1[C:14]#[N:15].[N:16]1([C:22]([C:24]2[S:25][CH:26]=[CH:27][CH:28]=2)=[O:23])[CH2:21][CH2:20][NH:19][CH2:18][CH2:17]1. No catalyst specified. The product is [F:12][C:9]1[CH:10]=[C:11]2[C:6](=[N:7][CH:8]=1)[NH:5][C:4](=[O:13])[C:3]([C:14]#[N:15])=[C:2]2[N:19]1[CH2:20][CH2:21][N:16]([C:22]([C:24]2[S:25][CH:26]=[CH:27][CH:28]=2)=[O:23])[CH2:17][CH2:18]1. The yield is 0.790.